The task is: Regression/Classification. Given a drug SMILES string, predict its absorption, distribution, metabolism, or excretion properties. Task type varies by dataset: regression for continuous measurements (e.g., permeability, clearance, half-life) or binary classification for categorical outcomes (e.g., BBB penetration, CYP inhibition). For this dataset (solubility_aqsoldb), we predict Y.. This data is from Aqueous solubility values for 9,982 compounds from the AqSolDB database. (1) The compound is Cc1ccn2nc(S(=O)(=O)Nc3c(F)cccc3F)nc2n1. The Y is -3.82 log mol/L. (2) The drug is O=S1(=O)OCC2C(CO1)C1(Cl)C(Cl)=C(Cl)C2(Cl)C1(Cl)Cl. The Y is -5.95 log mol/L. (3) The Y is -2.26 log mol/L. The drug is O=c1cc[nH]c(=S)[nH]1. (4) The molecule is C=CCCCCCCCCC(=O)OC. The Y is -5.40 log mol/L. (5) The drug is CC(CC=O)CC(C)(C)C. The Y is -2.68 log mol/L.